Dataset: Forward reaction prediction with 1.9M reactions from USPTO patents (1976-2016). Task: Predict the product of the given reaction. (1) Given the reactants Cl[CH2:2][C:3]1[N:8]=[C:7]([CH2:9][C:10]([CH3:13])([CH3:12])[CH3:11])[C:6]([C:14]2[CH:19]=[C:18]([O:20][CH3:21])[CH:17]=[CH:16][C:15]=2[F:22])=[CH:5][CH:4]=1.[OH:23][C:24]1[C:25]([CH3:37])=[C:26]([CH2:30][CH2:31][C:32]([O:34][CH2:35][CH3:36])=[O:33])[CH:27]=[CH:28][CH:29]=1.C(=O)([O-])[O-].[Cs+].[Cs+].C(OCC)(=O)C, predict the reaction product. The product is: [CH3:11][C:10]([CH3:13])([CH3:12])[CH2:9][C:7]1[N:8]=[C:3]([CH2:2][O:23][C:24]2[C:25]([CH3:37])=[C:26]([CH2:30][CH2:31][C:32]([O:34][CH2:35][CH3:36])=[O:33])[CH:27]=[CH:28][CH:29]=2)[CH:4]=[CH:5][C:6]=1[C:14]1[CH:19]=[C:18]([O:20][CH3:21])[CH:17]=[CH:16][C:15]=1[F:22]. (2) Given the reactants [CH:1]1[C:6](=[O:7])[C:5]([OH:8])=[CH:4][O:3][C:2]=1[CH2:9][OH:10].[OH2:11].[C:12]1(C)C=[CH:16][C:15](S(O)(=O)=O)=[CH:14][CH:13]=1.[OH-].[Na+], predict the reaction product. The product is: [OH:8][C:5]1[C:6](=[O:7])[CH:1]=[C:2]([CH2:9][O:10][CH:16]2[CH2:15][CH2:14][CH2:13][CH2:12][O:11]2)[O:3][CH:4]=1.